Predict the reactants needed to synthesize the given product. From a dataset of Full USPTO retrosynthesis dataset with 1.9M reactions from patents (1976-2016). (1) Given the product [NH2:1][C:2]1[C:11]([F:12])=[C:10]([NH:31][CH2:30][CH2:29][NH:28][C:23]2[CH:24]=[CH:25][CH:26]=[CH:27][N:22]=2)[C:9]([F:14])=[C:8]2[C:3]=1[C:4](=[O:21])[C:5]([C:18]([OH:20])=[O:19])=[CH:6][N:7]2[CH:15]1[CH2:16][CH2:17]1, predict the reactants needed to synthesize it. The reactants are: [NH2:1][C:2]1[C:11]([F:12])=[C:10](F)[C:9]([F:14])=[C:8]2[C:3]=1[C:4](=[O:21])[C:5]([C:18]([OH:20])=[O:19])=[CH:6][N:7]2[CH:15]1[CH2:17][CH2:16]1.[N:22]1[CH:27]=[CH:26][CH:25]=[CH:24][C:23]=1[NH:28][CH2:29][CH2:30][NH2:31]. (2) Given the product [C:16]([CH2:15][O:14][C:6]1[C:7]2[C:8](=[N:9][CH:10]=[CH:11][CH:12]=2)[S:13][C:5]=1[C:3]([OH:4])=[O:2])(=[O:18])[NH2:17], predict the reactants needed to synthesize it. The reactants are: C[O:2][C:3]([C:5]1[S:13][C:8]2=[N:9][CH:10]=[CH:11][CH:12]=[C:7]2[C:6]=1[O:14][CH2:15][C:16](=[O:18])[NH2:17])=[O:4].CO.O.O[Li].O. (3) Given the product [F:25][C:22]1[CH:21]=[CH:20][C:19]([CH:17]([OH:18])[CH2:16][N:14]([CH3:15])[S:13]([C:12]2[CH:11]=[C:10]([C:28](=[O:30])[CH3:29])[S:9][C:8]=2[NH2:7])(=[O:27])=[O:26])=[CH:24][CH:23]=1, predict the reactants needed to synthesize it. The reactants are: C(OC(=O)[NH:7][C:8]1[S:9][C:10]([C:28](=[O:30])[CH3:29])=[CH:11][C:12]=1[S:13](=[O:27])(=[O:26])[N:14]([CH2:16][CH:17]([C:19]1[CH:24]=[CH:23][C:22]([F:25])=[CH:21][CH:20]=1)[OH:18])[CH3:15])(C)(C)C.FC(F)(F)C(O)=O. (4) Given the product [CH3:1][O:2][C:3]1[CH:4]=[C:5]([N:12]2[CH2:13][CH2:14][CH:15]([N:18]3[CH2:19][CH2:20][N:21]([CH2:31][CH2:30][S:32]([CH3:35])(=[O:34])=[O:33])[CH2:22][CH2:23]3)[CH2:16][CH2:17]2)[CH:6]=[CH:7][C:8]=1[N+:9]([O-:11])=[O:10], predict the reactants needed to synthesize it. The reactants are: [CH3:1][O:2][C:3]1[CH:4]=[C:5]([N:12]2[CH2:17][CH2:16][CH:15]([N:18]3[CH2:23][CH2:22][NH:21][CH2:20][CH2:19]3)[CH2:14][CH2:13]2)[CH:6]=[CH:7][C:8]=1[N+:9]([O-:11])=[O:10].O1CCOCC1.[CH:30]([S:32]([CH3:35])(=[O:34])=[O:33])=[CH2:31].C([O-])([O-])=O.[Na+].[Na+]. (5) Given the product [CH3:33][C:28]1([CH3:34])[C:29]([CH3:32])([CH3:31])[O:30][B:26]([C:2]2[CH:20]=[CH:19][C:5]([O:6][CH2:7][CH2:8][CH2:9][CH2:10][NH:11][C:12](=[O:18])[O:13][C:14]([CH3:17])([CH3:16])[CH3:15])=[CH:4][CH:3]=2)[O:27]1, predict the reactants needed to synthesize it. The reactants are: Br[C:2]1[CH:20]=[CH:19][C:5]([O:6][CH2:7][CH2:8][CH2:9][CH2:10][NH:11][C:12](=[O:18])[O:13][C:14]([CH3:17])([CH3:16])[CH3:15])=[CH:4][CH:3]=1.C([O-])(=O)C.[K+].[B:26]1([B:26]2[O:30][C:29]([CH3:32])([CH3:31])[C:28]([CH3:34])([CH3:33])[O:27]2)[O:30][C:29]([CH3:32])([CH3:31])[C:28]([CH3:34])([CH3:33])[O:27]1.